The task is: Predict the reaction yield, written as a fraction of the theoretical maximum amount of product (1.0 means a 100% yield; for example, 0.34 means a 34% yield).. This data is from Reaction yield outcomes from USPTO patents with 853,638 reactions. (1) The reactants are [CH:1]([CH:4]1[C:9](=O)[NH:8][CH2:7][CH2:6][N:5]1[C:11]([O:13][C:14]([CH3:17])([CH3:16])[CH3:15])=[O:12])([CH3:3])[CH3:2].Br[C:19]1[CH:25]=[C:24]([S:26]([CH3:29])(=[O:28])=[O:27])[CH:23]=[CH:22][C:20]=1[NH2:21].CN[C@@H]1CCCC[C@@H]1NC. The catalyst is CN1C(=O)CCC1.O. The product is [CH:1]([CH:4]1[N:5]([C:11]([O:13][C:14]([CH3:17])([CH3:16])[CH3:15])=[O:12])[CH2:6][CH2:7][N:8]2[C:19]3[CH:25]=[C:24]([S:26]([CH3:29])(=[O:27])=[O:28])[CH:23]=[CH:22][C:20]=3[N:21]=[C:9]12)([CH3:3])[CH3:2]. The yield is 0.340. (2) The reactants are [Cl-].O[NH3+:3].[C:4](=[O:7])([O-])[OH:5].[Na+].CS(C)=O.[OH:13][C@H:14]1[CH2:19][CH2:18][C@H:17]([N:20]2[C:25](=[O:26])[C:24]([CH2:27][C:28]3[CH:33]=[CH:32][C:31]([C:34]4[C:35]([C:40]#[N:41])=[CH:36][CH:37]=[CH:38][CH:39]=4)=[CH:30][CH:29]=3)=[C:23]([CH2:42][CH2:43][CH3:44])[N:22]3[N:45]=[CH:46][CH:47]=[C:21]23)[CH2:16][CH2:15]1. The catalyst is C(OCC)(=O)C. The product is [OH:13][C@H:14]1[CH2:15][CH2:16][C@H:17]([N:20]2[C:25](=[O:26])[C:24]([CH2:27][C:28]3[CH:33]=[CH:32][C:31]([C:34]4[CH:39]=[CH:38][CH:37]=[CH:36][C:35]=4[C:40]4[NH:3][C:4](=[O:7])[O:5][N:41]=4)=[CH:30][CH:29]=3)=[C:23]([CH2:42][CH2:43][CH3:44])[N:22]3[N:45]=[CH:46][CH:47]=[C:21]23)[CH2:18][CH2:19]1. The yield is 0.900. (3) The reactants are [CH3:1][N:2]1[C:6]([NH:7][C:8](=[O:16])OC2C=CC=CC=2)=[CH:5][C:4]([C:17]([F:20])([F:19])[F:18])=[N:3]1.[CH3:21][O:22][C:23]1[CH:24]=[C:25]2[C:30](=[CH:31][C:32]=1[O:33][CH2:34][CH2:35][O:36][CH3:37])[N:29]=[CH:28][N:27]=[C:26]2[O:38][C:39]1[CH:40]=[C:41]([CH:43]=[CH:44][CH:45]=1)[NH2:42].C(N(CC)C(C)C)(C)C. The catalyst is C1COCC1. The product is [CH3:21][O:22][C:23]1[CH:24]=[C:25]2[C:30](=[CH:31][C:32]=1[O:33][CH2:34][CH2:35][O:36][CH3:37])[N:29]=[CH:28][N:27]=[C:26]2[O:38][C:39]1[CH:40]=[C:41]([NH:42][C:8]([NH:7][C:6]2[N:2]([CH3:1])[N:3]=[C:4]([C:17]([F:18])([F:19])[F:20])[CH:5]=2)=[O:16])[CH:43]=[CH:44][CH:45]=1. The yield is 0.150. (4) The reactants are [F:1][C:2]([F:15])([F:14])[C:3]1[CH:12]=[C:11]2[C:6]([CH2:7][CH2:8][NH:9][C:10]2=[O:13])=[CH:5][CH:4]=1.Br[C:17]1[CH:18]=[N:19][CH:20]=[CH:21][C:22]=1[CH2:23][N:24]1[CH2:28][CH2:27][CH2:26][CH2:25]1.P([O-])([O-])([O-])=O.[K+].[K+].[K+]. The catalyst is [Cu](I)I.O1CCOCC1. The product is [N:24]1([CH2:23][C:22]2[CH:17]=[CH:18][N:19]=[CH:20][C:21]=2[N:9]2[CH2:8][CH2:7][C:6]3[C:11](=[CH:12][C:3]([C:2]([F:1])([F:14])[F:15])=[CH:4][CH:5]=3)[C:10]2=[O:13])[CH2:25][CH2:26][CH2:27][CH2:28]1. The yield is 0.0402. (5) The reactants are [CH3:1][O:2][C:3]1[CH:4]=[C:5]([NH:11][C:12](=[O:24])[CH2:13][C:14]([O:16]CC2C=CC=CC=2)=[O:15])[CH:6]=[CH:7][C:8]=1[O:9][CH3:10]. The catalyst is CO.[Pd]. The product is [CH3:1][O:2][C:3]1[CH:4]=[C:5]([NH:11][C:12](=[O:24])[CH2:13][C:14]([OH:16])=[O:15])[CH:6]=[CH:7][C:8]=1[O:9][CH3:10]. The yield is 0.830. (6) The reactants are Br[CH2:2][C:3]1[CH:4]=[C:5]([C:9]2[CH:10]=[C:11]([C:21]([NH:23][CH2:24][C:25]3[C:26](=[O:33])[NH:27][C:28]([CH3:32])=[CH:29][C:30]=3[CH3:31])=[O:22])[C:12]3[CH:17]=[N:16][N:15]([CH:18]([CH3:20])[CH3:19])[C:13]=3[N:14]=2)[CH:6]=[CH:7][CH:8]=1.[CH3:34][N:35](C=O)[CH3:36].CNC.O. The catalyst is CCOC(C)=O. The product is [CH3:31][C:30]1[CH:29]=[C:28]([CH3:32])[NH:27][C:26](=[O:33])[C:25]=1[CH2:24][NH:23][C:21]([C:11]1[C:12]2[CH:17]=[N:16][N:15]([CH:18]([CH3:19])[CH3:20])[C:13]=2[N:14]=[C:9]([C:5]2[CH:6]=[CH:7][CH:8]=[C:3]([CH2:2][N:35]([CH3:36])[CH3:34])[CH:4]=2)[CH:10]=1)=[O:22]. The yield is 0.400. (7) The reactants are [NH2:1][C:2]1[CH:10]=[C:9]([O:11][CH3:12])[CH:8]=[C:7]([O:13][CH3:14])[C:3]=1[C:4]([NH2:6])=[O:5].[CH:15]([C:17]1[CH:22]=[CH:21][C:20]([N:23]2[CH2:27][CH2:26][CH:25]([N:28]([CH3:32])[C:29](=[O:31])[CH3:30])[CH2:24]2)=[CH:19][CH:18]=1)=O.OS([O-])=O.[Na+].CC1C=CC(S(O)(=O)=O)=CC=1. The catalyst is CC(N(C)C)=O.C(Cl)Cl. The product is [CH3:14][O:13][C:7]1[CH:8]=[C:9]([O:11][CH3:12])[CH:10]=[C:2]2[C:3]=1[C:4](=[O:5])[NH:6][C:15]([C:17]1[CH:18]=[CH:19][C:20]([N:23]3[CH2:27][CH2:26][CH:25]([N:28]([CH3:32])[C:29](=[O:31])[CH3:30])[CH2:24]3)=[CH:21][CH:22]=1)=[N:1]2. The yield is 0.880. (8) The reactants are [CH3:1][O:2][C:3]1[CH:12]=[C:11]2[C:6]([C:7]([NH2:13])=[CH:8][CH:9]=[N:10]2)=[CH:5][CH:4]=1.[O:14]=[C:15]1[CH:20]=[CH:19][C:18]([C:21]2[S:22][CH:23]=[CH:24][CH:25]=2)=[CH:17][N:16]1[CH2:26][C:27](O)=[O:28].C(N(CC)CC)C.CN(C(ON1N=NC2C=CC=NC1=2)=[N+](C)C)C.F[P-](F)(F)(F)(F)F.C([O-])(O)=O.[Na+]. The catalyst is CN(C=O)C.CCOC(C)=O. The product is [CH3:1][O:2][C:3]1[CH:12]=[C:11]2[C:6]([C:7]([NH:13][C:27](=[O:28])[CH2:26][N:16]3[CH:17]=[C:18]([C:21]4[S:22][CH:23]=[CH:24][CH:25]=4)[CH:19]=[CH:20][C:15]3=[O:14])=[CH:8][CH:9]=[N:10]2)=[CH:5][CH:4]=1. The yield is 0.400.